From a dataset of Full USPTO retrosynthesis dataset with 1.9M reactions from patents (1976-2016). Predict the reactants needed to synthesize the given product. (1) Given the product [C:16]([N:1]1[CH2:6][CH2:5][CH2:4][CH2:3][CH2:2]1)([O:18][CH2:19][CH:20]1[C:21]2[C:26](=[CH:25][CH:24]=[CH:23][CH:22]=2)[C:27]2[C:32]1=[CH:31][CH:30]=[CH:29][CH:28]=2)=[O:17], predict the reactants needed to synthesize it. The reactants are: [NH:1]1[CH2:6][CH2:5][CH2:4][CH2:3][CH2:2]1.N([C:16]([O:18][CH2:19][CH:20]1[C:32]2[C:27](=[CH:28][CH:29]=[CH:30][CH:31]=2)[C:26]2[C:21]1=[CH:22][CH:23]=[CH:24][CH:25]=2)=[O:17])[C@H](C=O)CCS(C)=O.C1C=CC2N(O)N=NC=2C=1.CC(C)N=C=NC(C)C. (2) Given the product [Br:1][C:2]1[CH:10]=[CH:9][C:5]([C:6]([NH:22][CH3:20])=[O:7])=[C:4]([CH3:11])[CH:3]=1, predict the reactants needed to synthesize it. The reactants are: [Br:1][C:2]1[CH:10]=[CH:9][C:5]([C:6](O)=[O:7])=[C:4]([CH3:11])[CH:3]=1.C(Cl)(=O)C(Cl)=O.CN.[CH2:20]([N:22](CC)CC)C. (3) Given the product [CH3:13][C:12]1[C:10]2[N:4]([C:7]([CH3:6])=[CH:8][CH:9]=2)[CH2:3][CH2:2][N:5]=1, predict the reactants needed to synthesize it. The reactants are: Cl.[CH2:2]([NH2:5])[CH2:3][NH2:4].[CH3:6][C:7]1O[C:10]([C:12](=O)[CH3:13])=[CH:9][CH:8]=1.